From a dataset of Reaction yield outcomes from USPTO patents with 853,638 reactions. Predict the reaction yield, written as a fraction of the theoretical maximum amount of product (1.0 means a 100% yield; for example, 0.34 means a 34% yield). (1) The reactants are C(N(CC)CC)C.[CH3:8][S:9]([N:12]1[C:20]2[C:15](=[CH:16][CH:17]=[CH:18][CH:19]=2)[C:14]([CH:21]=[O:22])=[CH:13]1)(=[O:11])=[O:10].[CH:23](=[N:30][C:31]1[CH:36]=[CH:35][N:34]=[C:33]([O:37][CH3:38])[CH:32]=1)[C:24]1[CH:29]=[CH:28][CH:27]=[CH:26][CH:25]=1. The catalyst is [Cl-].C([N+]1C(C)=C(CCO)SC=1)C1C=CC=CC=1.C(O)C. The product is [CH3:38][O:37][C:33]1[CH:32]=[C:31]([NH:30][CH:23]([C:24]2[CH:29]=[CH:28][CH:27]=[CH:26][CH:25]=2)[C:21]([C:14]2[C:15]3[C:20](=[CH:19][CH:18]=[CH:17][CH:16]=3)[N:12]([S:9]([CH3:8])(=[O:11])=[O:10])[CH:13]=2)=[O:22])[CH:36]=[CH:35][N:34]=1. The yield is 0.0200. (2) The reactants are [CH3:1][C:2]1[N:6]([CH:7]2[CH2:13][CH:12]3[N:14]([CH2:15][CH2:16][C:17]4([C:33]5[CH:38]=[CH:37][CH:36]=[CH:35][CH:34]=5)[CH2:22][CH2:21][N:20]([CH:23]([C:27]5[CH:32]=[CH:31][CH:30]=[CH:29][CH:28]=5)[C:24]([OH:26])=[O:25])[CH2:19][CH2:18]4)[CH:9]([CH2:10][CH2:11]3)[CH2:8]2)[C:5]2[CH:39]=[CH:40][CH:41]=[CH:42][C:4]=2[N:3]=1.[CH3:43]O. No catalyst specified. The product is [CH3:1][C:2]1[N:6]([CH:7]2[CH2:13][CH:12]3[N:14]([CH2:15][CH2:16][C:17]4([C:33]5[CH:34]=[CH:35][CH:36]=[CH:37][CH:38]=5)[CH2:22][CH2:21][N:20]([CH:23]([C:27]5[CH:28]=[CH:29][CH:30]=[CH:31][CH:32]=5)[C:24]([O:26][CH3:43])=[O:25])[CH2:19][CH2:18]4)[CH:9]([CH2:10][CH2:11]3)[CH2:8]2)[C:5]2[CH:39]=[CH:40][CH:41]=[CH:42][C:4]=2[N:3]=1. The yield is 0.810. (3) The reactants are C[O:2][C:3]([C:5]1[CH:26]=[CH:25][C:8]2[N:9]([CH:18]3[CH2:23][CH2:22][CH2:21][CH2:20][CH:19]3[CH3:24])[C:10]([CH2:12][C:13]3[O:14][CH:15]=[CH:16][CH:17]=3)=[N:11][C:7]=2[CH:6]=1)=[O:4].[OH-].[Na+].Cl. The catalyst is CO. The product is [O:14]1[CH:15]=[CH:16][CH:17]=[C:13]1[CH2:12][C:10]1[N:9]([CH:18]2[CH2:23][CH2:22][CH2:21][CH2:20][CH:19]2[CH3:24])[C:8]2[CH:25]=[CH:26][C:5]([C:3]([OH:4])=[O:2])=[CH:6][C:7]=2[N:11]=1. The yield is 0.540. (4) The reactants are [CH3:1][C:2]([O:5][CH2:6][C:7]1[C:11]([C:12](OC)=[O:13])=[C:10]([CH:16]([CH3:18])[CH3:17])[O:9][N:8]=1)([CH3:4])[CH3:3].[H-].C([Al+]CC(C)C)C(C)C.C1(C)C=CC=CC=1.[C@H](O)(C([O-])=O)[C@@H](O)C([O-])=O.[Na+].[K+]. The catalyst is O1CCCC1.C(OCC)(=O)C. The product is [CH3:4][C:2]([O:5][CH2:6][C:7]1[C:11]([CH2:12][OH:13])=[C:10]([CH:16]([CH3:18])[CH3:17])[O:9][N:8]=1)([CH3:1])[CH3:3]. The yield is 0.910.